This data is from Forward reaction prediction with 1.9M reactions from USPTO patents (1976-2016). The task is: Predict the product of the given reaction. (1) The product is: [O:16]=[C:9]1[C:10]2[C:15](=[CH:14][CH:13]=[CH:12][CH:11]=2)[C:5]2([CH2:6][CH2:7][N:2]([C:32]([O:31][CH2:30][C:27]3[CH:28]=[CH:29][CH:24]=[CH:25][CH:26]=3)=[O:33])[CH2:3][CH2:4]2)[CH2:8]1. Given the reactants Cl.[NH:2]1[CH2:7][CH2:6][C:5]2([C:15]3[C:10](=[CH:11][CH:12]=[CH:13][CH:14]=3)[C:9](=[O:16])[CH2:8]2)[CH2:4][CH2:3]1.CCN(CC)CC.[CH:24]1[CH:29]=[CH:28][C:27]([CH2:30][O:31][C:32](Cl)=[O:33])=[CH:26][CH:25]=1, predict the reaction product. (2) Given the reactants [CH3:1][O:2][C:3]1[CH:8]=[CH:7][CH:6]=[CH:5][C:4]=1[CH:9]1[CH2:13][CH2:12][N:11]([CH2:14][C:15]2[CH:16]=[CH:17][C:18](=[O:21])[NH:19][CH:20]=2)[CH2:10]1.C([O-])([O-])=O.[Na+].[Na+].[CH:28](I)([CH3:30])[CH3:29], predict the reaction product. The product is: [CH:28]([N:19]1[CH:20]=[C:15]([CH2:14][N:11]2[CH2:12][CH2:13][CH:9]([C:4]3[CH:5]=[CH:6][CH:7]=[CH:8][C:3]=3[O:2][CH3:1])[CH2:10]2)[CH:16]=[CH:17][C:18]1=[O:21])([CH3:30])[CH3:29]. (3) Given the reactants [CH3:1][O:2][C:3]1[CH:12]=[CH:11][C:10]2[C:5](=[C:6]([OH:13])[CH:7]=[CH:8][CH:9]=2)[N:4]=1.Br[CH2:15][C:16]([O:18][CH2:19][CH3:20])=[O:17].C([O-])([O-])=O.[K+].[K+], predict the reaction product. The product is: [CH3:1][O:2][C:3]1[CH:12]=[CH:11][C:10]2[C:5](=[C:6]([O:13][CH2:15][C:16]([O:18][CH2:19][CH3:20])=[O:17])[CH:7]=[CH:8][CH:9]=2)[N:4]=1. (4) Given the reactants [I:1][C:2]1[N:3]=[C:4]([CH3:8])[NH:5][C:6]=1[CH3:7].[F:9][C:10]1[CH:15]=[C:14](F)[N:13]=[CH:12][N:11]=1, predict the reaction product. The product is: [F:9][C:10]1[CH:15]=[C:14]([N:5]2[C:6]([CH3:7])=[C:2]([I:1])[N:3]=[C:4]2[CH3:8])[N:13]=[CH:12][N:11]=1. (5) Given the reactants Br[C:2]1[CH:3]=[C:4]([CH:12]=[C:13]([F:15])[CH:14]=1)[O:5][C:6]1[CH:7]=[N:8][CH:9]=[CH:10][CH:11]=1.[Si]([C:20]#[CH:21])(C)(C)C.C(N(CC)CC)C.CCCC[N+](CCCC)(CCCC)CCCC.[F-], predict the reaction product. The product is: [C:20]([C:2]1[CH:3]=[C:4]([CH:12]=[C:13]([F:15])[CH:14]=1)[O:5][C:6]1[CH:7]=[N:8][CH:9]=[CH:10][CH:11]=1)#[CH:21]. (6) The product is: [Br:1][C:2]1[CH:3]=[C:4]([C:9](=[O:10])[C:11]([C:17]2[CH:22]=[CH:21][CH:20]=[C:19]([O:23][CH3:24])[CH:18]=2)=[O:29])[CH:5]=[CH:6][C:7]=1[F:8]. Given the reactants [Br:1][C:2]1[CH:3]=[C:4]([CH:9]([C:11]2([C:17]3[CH:22]=[CH:21][CH:20]=[C:19]([O:23][CH3:24])[CH:18]=3)SCCCS2)[OH:10])[CH:5]=[CH:6][C:7]=1[F:8].C([OH:29])(C)(C)C.CC(OI1(OC(C)=O)(OC(C)=O)OC(=O)C2C=CC=CC1=2)=O.S([O-])([O-])(=O)=S.[Na+].[Na+], predict the reaction product.